From a dataset of Forward reaction prediction with 1.9M reactions from USPTO patents (1976-2016). Predict the product of the given reaction. (1) Given the reactants C=C[C:3]1[CH:8]=CC=CC=1.[C:9]([O:14]CCCCCC)(=[O:13])[C:10](C)=[CH2:11].C(O)(=O)C(C)=C.C(OCCOC(=O)C(C)=C)(=O)C(C)=C.C(OSCCCCCC(C)C)(=O)CO.S(OOS([O-])(=O)=O)([O-])(=O)=O.[K+].[K+].[NH2:67][C:68]([O:70]CC)=[O:69].[OH-].[K+], predict the reaction product. The product is: [C:9]([OH:14])(=[O:13])[CH:10]=[CH2:11].[NH2:67][C:68]([O:70][CH2:8][CH3:3])=[O:69]. (2) Given the reactants [OH:1][C:2]([C:12]1[CH:17]=[CH:16][C:15]([N+:18]([O-])=O)=[CH:14][CH:13]=1)([CH3:11])[CH2:3][NH:4][S:5]([CH:8]([CH3:10])[CH3:9])(=[O:7])=[O:6].[H][H], predict the reaction product. The product is: [NH2:18][C:15]1[CH:14]=[CH:13][C:12]([C:2]([OH:1])([CH3:11])[CH2:3][NH:4][S:5]([CH:8]([CH3:9])[CH3:10])(=[O:7])=[O:6])=[CH:17][CH:16]=1. (3) Given the reactants [CH3:1][C@@H:2]1[O:6][C:5](=[O:7])[N:4]([CH2:8][CH2:9][S:10][C:11]2[S:12][CH:13]=[C:14]([C:16]([O:18][CH2:19][CH2:20][CH2:21][CH3:22])=[O:17])[N:15]=2)[C@H:3]1/[CH:23]=[CH:24]/[CH2:25][C:26]([CH3:37])([O:32][Si](C)(C)C)[CH2:27][CH2:28][CH2:29][CH2:30][CH3:31].Cl.C(OCC)(=O)C.C(=O)(O)[O-].[Na+], predict the reaction product. The product is: [OH:32][C:26]([CH3:37])([CH2:27][CH2:28][CH2:29][CH2:30][CH3:31])[CH2:25]/[CH:24]=[CH:23]/[C@H:3]1[C@H:2]([CH3:1])[O:6][C:5](=[O:7])[N:4]1[CH2:8][CH2:9][S:10][C:11]1[S:12][CH:13]=[C:14]([C:16]([O:18][CH2:19][CH2:20][CH2:21][CH3:22])=[O:17])[N:15]=1. (4) The product is: [NH2:1][C:2]1[N:7]([C:8]2[CH:9]=[CH:10][C:11]([NH2:14])=[CH:12][CH:13]=2)[CH2:6][N:5]=[C:4]2[S:17][CH:18]=[CH:19][C:3]=12. Given the reactants [NH2:1][C:2]1[N:7]([C:8]2[CH:13]=[CH:12][C:11]([N+:14]([O-])=O)=[CH:10][CH:9]=2)[CH2:6][N:5]=[C:4]2[S:17][CH:18]=[CH:19][C:3]=12.Cl.[Sn].[OH-].[NH4+], predict the reaction product. (5) Given the reactants Br[C:2]1[C:3](=[O:31])[N:4]([CH2:23][CH2:24][C:25]2[CH:30]=[CH:29][CH:28]=[CH:27][CH:26]=2)[C:5]([C:9]2[CH:14]=[CH:13][CH:12]=[CH:11][C:10]=2[O:15][CH2:16][C:17]2[CH:22]=[CH:21][CH:20]=[CH:19][CH:18]=2)=[N:6][C:7]=1[CH3:8].[S:32]1[C:36]2[CH:37]=[CH:38][CH:39]=[CH:40][C:35]=2[CH:34]=[C:33]1B(O)O.C(O)C.C(=O)([O-])[O-].[Na+].[Na+], predict the reaction product. The product is: [S:32]1[C:36]2[CH:37]=[CH:38][CH:39]=[CH:40][C:35]=2[CH:34]=[C:33]1[C:2]1[C:3](=[O:31])[N:4]([CH2:23][CH2:24][C:25]2[CH:30]=[CH:29][CH:28]=[CH:27][CH:26]=2)[C:5]([C:9]2[CH:14]=[CH:13][CH:12]=[CH:11][C:10]=2[O:15][CH2:16][C:17]2[CH:22]=[CH:21][CH:20]=[CH:19][CH:18]=2)=[N:6][C:7]=1[CH3:8]. (6) Given the reactants [F:1][C:2]([F:35])([F:34])[C:3]1[CH:4]=[C:5]([CH:27]=[C:28]([C:30]([F:33])([F:32])[F:31])[CH:29]=1)[CH2:6][N:7]([CH2:14][C:15]1[CH:22]=[C:21]([C:23]([F:26])([F:25])[F:24])[CH:20]=[CH:19][C:16]=1[CH:17]=[O:18])[C:8]1[N:9]=[N:10][N:11]([CH3:13])[N:12]=1.[CH:36]1([Mg]Br)[CH2:39][CH2:38][CH2:37]1.Cl, predict the reaction product. The product is: [F:33][C:30]([F:31])([F:32])[C:28]1[CH:27]=[C:5]([CH:4]=[C:3]([C:2]([F:1])([F:34])[F:35])[CH:29]=1)[CH2:6][N:7]([CH2:14][C:15]1[CH:22]=[C:21]([C:23]([F:26])([F:25])[F:24])[CH:20]=[CH:19][C:16]=1[CH:17]([CH:36]1[CH2:39][CH2:38][CH2:37]1)[OH:18])[C:8]1[N:9]=[N:10][N:11]([CH3:13])[N:12]=1.